From a dataset of Full USPTO retrosynthesis dataset with 1.9M reactions from patents (1976-2016). Predict the reactants needed to synthesize the given product. (1) Given the product [F:1][C:2]1[CH:3]=[CH:4][CH:5]=[C:6]2[C:11]=1[NH:10][C:9](=[O:12])[CH:8]=[C:7]2[C:13]([Cl:19])=[O:15], predict the reactants needed to synthesize it. The reactants are: [F:1][C:2]1[CH:3]=[CH:4][CH:5]=[C:6]2[C:11]=1[NH:10][C:9](=[O:12])[CH:8]=[C:7]2[C:13]([OH:15])=O.S(Cl)([Cl:19])(=O)=O. (2) The reactants are: [O:1]1[C:5]2[CH:6]=[CH:7][C:8]([C:10]3([C:13]([NH:15][C:16]4[N:21]=[C:20]([C:22]5[CH:27]=[CH:26][N:25]=[C:24]([O:28]C)[CH:23]=5)[CH:19]=[C:18]([CH3:30])[CH:17]=4)=[O:14])[CH2:12][CH2:11]3)=[CH:9][C:4]=2[CH2:3][CH2:2]1.[Si](I)(C)(C)C.CO. Given the product [O:1]1[C:5]2[CH:6]=[CH:7][C:8]([C:10]3([C:13]([NH:15][C:16]4[CH:17]=[C:18]([CH3:30])[CH:19]=[C:20]([C:22]5[CH:27]=[CH:26][NH:25][C:24](=[O:28])[CH:23]=5)[N:21]=4)=[O:14])[CH2:12][CH2:11]3)=[CH:9][C:4]=2[CH2:3][CH2:2]1, predict the reactants needed to synthesize it. (3) Given the product [CH3:17][C@@H:18]([CH2:22][CH:23]=[CH2:24])[C:19]([O:1][CH2:2][C@@H:3]([NH:9][C:10](=[O:16])[C@@H:11]([CH3:15])[CH2:12][CH:13]=[CH2:14])[C:4]1[S:5][CH:6]=[CH:7][CH:8]=1)=[O:20], predict the reactants needed to synthesize it. The reactants are: [OH:1][CH2:2][C@H:3]([NH:9][C:10](=[O:16])[C@@H:11]([CH3:15])[CH2:12][CH:13]=[CH2:14])[C:4]1[S:5][CH:6]=[CH:7][CH:8]=1.[CH3:17][C@H:18]([CH2:22][CH:23]=[CH2:24])[C:19](O)=[O:20].CCOC(C)=O.CCCCCC. (4) Given the product [CH3:1][O:2][C:3](=[O:28])[CH2:4][O:5][C:6]1[CH:10]=[C:9]([CH3:11])[N:8]([CH2:12][C:13]2[CH:18]=[C:17]([Cl:19])[CH:16]=[CH:15][C:14]=2[OH:20])[N:7]=1, predict the reactants needed to synthesize it. The reactants are: [CH3:1][O:2][C:3](=[O:28])[CH2:4][O:5][C:6]1[CH:10]=[C:9]([CH3:11])[N:8]([CH2:12][C:13]2[CH:18]=[C:17]([Cl:19])[CH:16]=[CH:15][C:14]=2[O:20]CC2C=CC=CC=2)[N:7]=1.Cl. (5) Given the product [CH2:1]([O:3][C:4]1[CH:5]=[C:6]([CH:12]([N:17]2[C:21](=[O:22])[C:20]3=[CH:23][C:24]([OH:27])=[CH:25][CH:26]=[C:19]3[C:18]2=[O:28])[CH2:13][C:14]([NH:42][OH:43])=[O:15])[CH:7]=[CH:8][C:9]=1[O:10][CH3:11])[CH3:2], predict the reactants needed to synthesize it. The reactants are: [CH2:1]([O:3][C:4]1[CH:5]=[C:6]([CH:12]([N:17]2[C:21](=[O:22])[C:20]3=[CH:23][C:24]([OH:27])=[CH:25][CH:26]=[C:19]3[C:18]2=[O:28])[CH2:13][C:14](O)=[O:15])[CH:7]=[CH:8][C:9]=1[O:10][CH3:11])[CH3:2].C(N1C=CN=C1)(N1C=CN=C1)=O.Cl.[NH2:42][OH:43]. (6) Given the product [CH:1]1([NH:6][C:7]2[CH:12]=[C:11]([S:44][CH:41]([CH3:43])[CH3:42])[N:10]3[N:13]=[C:14]([C:28]4[CH:29]=[CH:30][C:31]([O:34][CH3:35])=[CH:32][CH:33]=4)[C:15]([C:16]4[CH:21]=[CH:20][N:19]=[C:18]([NH:22][CH:23]5[CH2:24][CH2:25][CH2:26][CH2:27]5)[N:17]=4)=[C:9]3[CH:8]=2)[CH2:2][CH2:3][CH2:4][CH2:5]1, predict the reactants needed to synthesize it. The reactants are: [CH:1]1([NH:6][C:7]2[CH:12]=[CH:11][N:10]3[N:13]=[C:14]([C:28]4[CH:33]=[CH:32][C:31]([O:34][CH3:35])=[CH:30][CH:29]=4)[C:15]([C:16]4[CH:21]=[CH:20][N:19]=[C:18]([NH:22][CH:23]5[CH2:27][CH2:26][CH2:25][CH2:24]5)[N:17]=4)=[C:9]3[CH:8]=2)[CH2:5][CH2:4][CH2:3][CH2:2]1.C([Li])CCC.[CH:41]([S:44][S:44][CH:41]([CH3:43])[CH3:42])([CH3:43])[CH3:42]. (7) Given the product [F:22][C:15]1[CH:16]=[CH:17][C:18]([O:20][CH3:21])=[CH:19][C:14]=1[C:11]1[CH:12]=[CH:13][C:8]([OH:7])=[CH:9][C:10]=1[CH2:23][CH2:24][C:25]([O:28][CH3:29])([CH3:27])[CH3:26], predict the reactants needed to synthesize it. The reactants are: C(=O)([O:7][C:8]1[CH:13]=[CH:12][C:11]([C:14]2[CH:19]=[C:18]([O:20][CH3:21])[CH:17]=[CH:16][C:15]=2[F:22])=[C:10]([CH2:23][CH2:24][C:25]([O:28][CH3:29])([CH3:27])[CH3:26])[CH:9]=1)OC(C)(C)C.Cl. (8) Given the product [Cl:22][C:9]1[N:8]=[C:7]([C:1]2[CH:6]=[CH:5][CH:4]=[CH:3][CH:2]=2)[C:12]([C:13]2[CH:18]=[CH:17][CH:16]=[CH:15][CH:14]=2)=[CH:11][CH:10]=1, predict the reactants needed to synthesize it. The reactants are: [C:1]1([C:7]2[C:12]([C:13]3[CH:18]=[CH:17][CH:16]=[CH:15][CH:14]=3)=[CH:11][CH:10]=[CH:9][N+:8]=2[O-])[CH:6]=[CH:5][CH:4]=[CH:3][CH:2]=1.P(Cl)(Cl)([Cl:22])=O. (9) Given the product [Br:20][C:21]1[CH:26]=[CH:25][CH:24]=[C:23]([C:9]2[CH:14]=[CH:13][CH:12]=[C:11]([C:15]([F:16])([F:17])[F:18])[CH:10]=2)[N:22]=1, predict the reactants needed to synthesize it. The reactants are: CC1(C)C(C)(C)OB([C:9]2[CH:14]=[CH:13][CH:12]=[C:11]([C:15]([F:18])([F:17])[F:16])[CH:10]=2)O1.[Br:20][C:21]1[CH:26]=[CH:25][CH:24]=[C:23](Br)[N:22]=1.